This data is from Forward reaction prediction with 1.9M reactions from USPTO patents (1976-2016). The task is: Predict the product of the given reaction. (1) Given the reactants [C:1]([C:3]1[CH:9]=[CH:8][C:6]([NH2:7])=[CH:5][C:4]=1[C:10]([F:13])([F:12])[F:11])#[N:2].[C:14](Cl)(=[O:18])[C:15]([CH3:17])=[CH2:16], predict the reaction product. The product is: [C:14]([NH:7][C:6]1[CH:8]=[CH:9][C:3]([C:1]#[N:2])=[C:4]([C:10]([F:11])([F:12])[F:13])[CH:5]=1)(=[O:18])[C:15]([CH3:17])=[CH2:16]. (2) Given the reactants [CH3:1][C:2]1[N:3]=[C:4]([C:7]2([N:13]([C:17]3[CH:22]=[CH:21][CH:20]=[CH:19][CH:18]=3)[C:14](=[O:16])[CH3:15])[CH2:12][CH2:11][NH:10][CH2:9][CH2:8]2)[S:5][CH:6]=1.[N:23]1[CH:28]=[CH:27][C:26]([CH:29]=O)=[CH:25][CH:24]=1.C(O[BH-](OC(=O)C)OC(=O)C)(=O)C.[Na+].C(OCC)(=O)C, predict the reaction product. The product is: [CH3:1][C:2]1[N:3]=[C:4]([C:7]2([N:13]([C:17]3[CH:18]=[CH:19][CH:20]=[CH:21][CH:22]=3)[C:14](=[O:16])[CH3:15])[CH2:12][CH2:11][N:10]([CH2:29][C:26]3[CH:27]=[CH:28][N:23]=[CH:24][CH:25]=3)[CH2:9][CH2:8]2)[S:5][CH:6]=1.